Dataset: TCR-epitope binding with 47,182 pairs between 192 epitopes and 23,139 TCRs. Task: Binary Classification. Given a T-cell receptor sequence (or CDR3 region) and an epitope sequence, predict whether binding occurs between them. (1) The epitope is RLRPGGKKK. The TCR CDR3 sequence is CASSVGPGNTIYF. Result: 0 (the TCR does not bind to the epitope). (2) The epitope is KRWIILGLNK. The TCR CDR3 sequence is CASSPGLLSNEQYF. Result: 1 (the TCR binds to the epitope). (3) The epitope is LLSAGIFGA. The TCR CDR3 sequence is CASSQDGPSYNSPLHF. Result: 1 (the TCR binds to the epitope). (4) The epitope is IVTDFSVIK. The TCR CDR3 sequence is CASSLAGLRVDEQFF. Result: 0 (the TCR does not bind to the epitope).